Dataset: Peptide-MHC class I binding affinity with 185,985 pairs from IEDB/IMGT. Task: Regression. Given a peptide amino acid sequence and an MHC pseudo amino acid sequence, predict their binding affinity value. This is MHC class I binding data. (1) The peptide sequence is ATDKAAAAY. The MHC is HLA-A01:01 with pseudo-sequence HLA-A01:01. The binding affinity (normalized) is 0.898. (2) The peptide sequence is LFYVSSIFLH. The MHC is HLA-A31:01 with pseudo-sequence HLA-A31:01. The binding affinity (normalized) is 0.467.